The task is: Predict the reaction yield, written as a fraction of the theoretical maximum amount of product (1.0 means a 100% yield; for example, 0.34 means a 34% yield).. This data is from Reaction yield outcomes from USPTO patents with 853,638 reactions. (1) The reactants are [CH3:1][Mg]Br.COC(=O)[C:7]1[CH:12]=[CH:11][CH:10]=[C:9]([Br:13])[CH:8]=1.CC[O:17][CH2:18][CH3:19]. The catalyst is C1COCC1. The product is [Br:13][C:9]1[CH:8]=[C:7]([C:18]([OH:17])([CH3:19])[CH3:1])[CH:12]=[CH:11][CH:10]=1. The yield is 0.930. (2) The reactants are [CH:1]([N:4]1[C:8]([C:9]2[N:18]=[C:17]3[N:11]([CH2:12][CH2:13][O:14][C:15]4[CH:22]=[C:21]([O:23]C)[N:20]=[CH:19][C:16]=43)[CH:10]=2)=[N:7][C:6]([CH3:25])=[N:5]1)([CH3:3])[CH3:2]. The product is [CH:1]([N:4]1[C:8]([C:9]2[N:18]=[C:17]3[N:11]([CH2:12][CH2:13][O:14][C:15]4[CH:22]=[C:21]([OH:23])[N:20]=[CH:19][C:16]=43)[CH:10]=2)=[N:7][C:6]([CH3:25])=[N:5]1)([CH3:3])[CH3:2]. The yield is 1.00. The catalyst is Br.C(O)(=O)C. (3) The reactants are [CH2:1]([O:3][C:4]([C:6]1[CH:7]=[N:8][C:9]2[C:14]([C:15]=1Cl)=[CH:13][CH:12]=[CH:11][C:10]=2[O:17][CH3:18])=[O:5])[CH3:2].[CH2:19]([NH2:25])[C:20]1[O:24][CH:23]=[CH:22][CH:21]=1. No catalyst specified. The product is [CH2:1]([O:3][C:4]([C:6]1[CH:7]=[N:8][C:9]2[C:14]([C:15]=1[NH:25][CH2:19][CH:20]1[CH2:21][CH2:22][CH2:23][O:24]1)=[CH:13][CH:12]=[CH:11][C:10]=2[O:17][CH3:18])=[O:5])[CH3:2]. The yield is 1.00. (4) The reactants are Br[C:2]1[CH:3]=[C:4]([O:8][C:9]2[CH:10]=[CH:11][C:12]3[N:13]([CH:15]=[C:16]([NH:18][C:19]([CH:21]4[CH2:23][CH2:22]4)=[O:20])[N:17]=3)[N:14]=2)[CH:5]=[N:6][CH:7]=1.[F:24][C:25]([F:36])([F:35])[C:26]1[CH:27]=[C:28]([CH:32]=[CH:33][CH:34]=1)[C:29]([NH2:31])=[O:30].N[C@@H]1CCCC[C@H]1N.C(=O)([O-])[O-].[K+].[K+]. The catalyst is O1CCOCC1.O1CCCC1.C(OCC)(=O)C.[Cu]I. The product is [CH:21]1([C:19]([NH:18][C:16]2[N:17]=[C:12]3[CH:11]=[CH:10][C:9]([O:8][C:4]4[CH:3]=[C:2]([NH:31][C:29](=[O:30])[C:28]5[CH:32]=[CH:33][CH:34]=[C:26]([C:25]([F:35])([F:36])[F:24])[CH:27]=5)[CH:7]=[N:6][CH:5]=4)=[N:14][N:13]3[CH:15]=2)=[O:20])[CH2:23][CH2:22]1. The yield is 0.420. (5) The reactants are [Cl:1][C:2]1[CH:34]=[CH:33][C:5]([C:6]([NH:8][CH2:9][CH2:10][CH2:11][O:12][C:13]2[CH:21]=[CH:20][C:16]([C:17](O)=[O:18])=[CH:15][C:14]=2[NH:22][C:23]([NH:25][C:26]2[CH:31]=[N:30][C:29]([CH3:32])=[CH:28][N:27]=2)=[O:24])=[O:7])=[CH:4][CH:3]=1.OC1C2N=NNC=2C=CC=1.C(N(C(C)C)CC)(C)C.[CH3:54][N:55]([CH3:59])[CH2:56][CH2:57][NH2:58].Cl.CN(C)CCCN=C=NCC. The catalyst is CN(C=O)C.C(OCC)(=O)C. The product is [ClH:1].[Cl:1][C:2]1[CH:3]=[CH:4][C:5]([C:6]([NH:8][CH2:9][CH2:10][CH2:11][O:12][C:13]2[CH:21]=[CH:20][C:16]([C:17]([NH:58][CH2:57][CH2:56][N:55]([CH3:59])[CH3:54])=[O:18])=[CH:15][C:14]=2[NH:22][C:23]([NH:25][C:26]2[CH:31]=[N:30][C:29]([CH3:32])=[CH:28][N:27]=2)=[O:24])=[O:7])=[CH:33][CH:34]=1. The yield is 0.750. (6) The reactants are [CH2:1]([N:5]1[C:14]2[C:9](=[N:10][CH:11]=[C:12]([CH2:15][C:16]3[CH:21]=[CH:20][C:19]([F:22])=[CH:18][CH:17]=3)[CH:13]=2)[C:8]([OH:23])=[C:7]([C:24](OCC)=[O:25])[C:6]1=[O:29])[CH2:2][CH2:3][CH3:4].[NH2:30][CH2:31][CH2:32][OH:33]. No catalyst specified. The product is [CH2:1]([N:5]1[C:14]2[C:9](=[N:10][CH:11]=[C:12]([CH2:15][C:16]3[CH:21]=[CH:20][C:19]([F:22])=[CH:18][CH:17]=3)[CH:13]=2)[C:8]([OH:23])=[C:7]([C:24]([NH:30][CH2:31][CH2:32][OH:33])=[O:25])[C:6]1=[O:29])[CH2:2][CH2:3][CH3:4]. The yield is 0.430. (7) The reactants are [Cl:1][C:2]1[C:3]([O:29][C@H:30]2[CH2:35][CH2:34][CH2:33][CH2:32][C@@H:31]2[C:36]2[N:40]([CH3:41])[N:39]=[CH:38][CH:37]=2)=[CH:4][C:5]([F:28])=[C:6]([S:8]([N:11](CC2C=CC(OC)=CC=2OC)[C:12]2[S:13][CH:14]=[N:15][N:16]=2)(=[O:10])=[O:9])[CH:7]=1.C([SiH](CC)CC)C.FC(F)(F)C(O)=O. The product is [Cl:1][C:2]1[C:3]([O:29][C@H:30]2[CH2:35][CH2:34][CH2:33][CH2:32][C@@H:31]2[C:36]2[N:40]([CH3:41])[N:39]=[CH:38][CH:37]=2)=[CH:4][C:5]([F:28])=[C:6]([S:8]([NH:11][C:12]2[S:13][CH:14]=[N:15][N:16]=2)(=[O:9])=[O:10])[CH:7]=1. The catalyst is ClCCl. The yield is 0.540. (8) The reactants are [OH:1][CH2:2][C@@H:3]1[CH2:8][C@@H:7]2[C@@H:5]([CH2:6]2)[N:4]1[C:9]([O:11][C:12]([CH3:15])([CH3:14])[CH3:13])=[O:10].CC(OI1(OC(C)=O)(OC(C)=O)OC(=O)C2C=CC=CC1=2)=O.C([O-])(O)=O.[Na+].[O-]S([O-])(=S)=O.[Na+].[Na+]. The catalyst is C(Cl)Cl. The product is [CH:2]([C@@H:3]1[CH2:8][C@@H:7]2[C@@H:5]([CH2:6]2)[N:4]1[C:9]([O:11][C:12]([CH3:15])([CH3:14])[CH3:13])=[O:10])=[O:1]. The yield is 0.930. (9) The yield is 0.340. The product is [OH:10][CH:8]([CH3:9])[CH2:7][NH:6][C@H:5]([C:4]([OH:14])=[O:3])[CH:11]([CH3:12])[CH3:13]. No catalyst specified. The reactants are C([O:3][C:4](=[O:14])[C@H:5]([CH:11]([CH3:13])[CH3:12])[NH:6][CH2:7][CH:8]([OH:10])[CH3:9])C.C(O)C.